From a dataset of Forward reaction prediction with 1.9M reactions from USPTO patents (1976-2016). Predict the product of the given reaction. (1) Given the reactants [CH:1](=O)[CH2:2][CH2:3][CH3:4].[C:6]([O:10][C:11](=[O:29])[CH2:12][NH:13][C:14]1[CH:19]=[CH:18][C:17]([NH:20][C:21]([O:23][C:24]([CH3:27])([CH3:26])[CH3:25])=[O:22])=[CH:16][C:15]=1[NH2:28])([CH3:9])([CH3:8])[CH3:7], predict the reaction product. The product is: [C:6]([O:10][C:11](=[O:29])[CH2:12][N:13]1[C:14]2[CH:19]=[CH:18][C:17]([NH:20][C:21]([O:23][C:24]([CH3:27])([CH3:26])[CH3:25])=[O:22])=[CH:16][C:15]=2[N:28]=[C:1]1[CH2:2][CH2:3][CH3:4])([CH3:8])([CH3:7])[CH3:9]. (2) Given the reactants O.[OH-].[Li+].[C:4]([O:8][C:9]([NH:11][CH:12]1[CH2:17][CH2:16][N:15]([C:18]2[CH:23]=[CH:22][C:21]([NH:24][C:25]3[N:30]=[C:29]([CH2:31][CH2:32][C:33]4[CH:38]=[CH:37][CH:36]=[CH:35][C:34]=4[CH2:39][C:40]([O:42]C)=O)[C:28]([C:44]([F:47])([F:46])[F:45])=[CH:27][N:26]=3)=[CH:20][CH:19]=2)[CH2:14][CH2:13]1)=[O:10])([CH3:7])([CH3:6])[CH3:5].O[N:49]1C2C=CC=CC=2N=N1.CCN=C=NCCCN(C)C.C(N(CC)C(C)C)(C)C.C(=O)([O-])[O-].[NH4+].[NH4+], predict the reaction product. The product is: [NH2:49][C:40](=[O:42])[CH2:39][C:34]1[CH:35]=[CH:36][CH:37]=[CH:38][C:33]=1[CH2:32][CH2:31][C:29]1[C:28]([C:44]([F:47])([F:45])[F:46])=[CH:27][N:26]=[C:25]([NH:24][C:21]2[CH:22]=[CH:23][C:18]([N:15]3[CH2:14][CH2:13][CH:12]([NH:11][C:9](=[O:10])[O:8][C:4]([CH3:5])([CH3:6])[CH3:7])[CH2:17][CH2:16]3)=[CH:19][CH:20]=2)[N:30]=1. (3) Given the reactants [OH:1][CH2:2][CH2:3][C:4]1[CH:5]=[C:6]([CH2:10][CH:11]([O:17][CH:18]([CH3:20])[CH3:19])[C:12]([O:14]CC)=[O:13])[CH:7]=[CH:8][CH:9]=1.[C:21]1([CH3:30])[CH:26]=[CH:25][C:24]([N:27]=[C:28]=[O:29])=[CH:23][CH:22]=1, predict the reaction product. The product is: [CH:18]([O:17][CH:11]([CH2:10][C:6]1[CH:7]=[CH:8][CH:9]=[C:4]([CH2:3][CH2:2][O:1][C:28]([NH:27][C:24]2[CH:25]=[CH:26][C:21]([CH3:30])=[CH:22][CH:23]=2)=[O:29])[CH:5]=1)[C:12]([OH:14])=[O:13])([CH3:19])[CH3:20].